From a dataset of Reaction yield outcomes from USPTO patents with 853,638 reactions. Predict the reaction yield, written as a fraction of the theoretical maximum amount of product (1.0 means a 100% yield; for example, 0.34 means a 34% yield). (1) The reactants are [CH3:1]/[C:2](=[CH:7]\[C:8]1[CH:13]=[CH:12][C:11]([CH3:14])=[CH:10][CH:9]=1)/[CH2:3][CH2:4][CH:5]=O.Cl.[NH2:16]O. The catalyst is C(O)C. The product is [CH3:1]/[C:2](=[CH:7]\[C:8]1[CH:13]=[CH:12][C:11]([CH3:14])=[CH:10][CH:9]=1)/[CH2:3][CH2:4][C:5]#[N:16]. The yield is 0.700. (2) The reactants are [F:1][C:2]1[C:7]2[N:8]=C(C)[S:10][C:6]=2[C:5]([F:12])=[CH:4][C:3]=1[F:13].[ClH:14].O1CCOCC1. The catalyst is C(O)CO.[OH-].[Na+]. The product is [ClH:14].[NH2:8][C:7]1[C:2]([F:1])=[C:3]([F:13])[CH:4]=[C:5]([F:12])[C:6]=1[SH:10]. The yield is 0.730.